From a dataset of Forward reaction prediction with 1.9M reactions from USPTO patents (1976-2016). Predict the product of the given reaction. (1) Given the reactants [CH:1]1([NH:4][C:5]2[N:6]=[N:7][C:8]([C:11]#[CH:12])=[CH:9][CH:10]=2)[CH2:3][CH2:2]1.[Cl:13][C:14]1[CH:38]=[CH:37][C:17]([C:18]([NH:20][C:21]2[CH:26]=[C:25]([C:27]([F:30])([F:29])[F:28])[CH:24]=[C:23]([N:31]3[CH:35]=[C:34]([CH3:36])[N:33]=[CH:32]3)[CH:22]=2)=[O:19])=[CH:16][C:15]=1I, predict the reaction product. The product is: [Cl:13][C:14]1[CH:15]=[CH:16][C:17]([C:18]([NH:20][C:21]2[CH:26]=[C:25]([C:27]([F:30])([F:28])[F:29])[CH:24]=[C:23]([N:31]3[CH:35]=[C:34]([CH3:36])[N:33]=[CH:32]3)[CH:22]=2)=[O:19])=[CH:37][C:38]=1[C:12]#[C:11][C:8]1[N:7]=[N:6][C:5]([NH:4][CH:1]2[CH2:3][CH2:2]2)=[CH:10][CH:9]=1. (2) Given the reactants F[C:2](F)(F)C(O)=O.[CH2:8]([S:10]([N:13]1[CH2:18][CH2:17][CH:16]([C:19]2[C:27]3[C:22](=[C:23]([C:39]([NH2:41])=[O:40])[CH:24]=[C:25]([C:28]4[N:29]=[C:30]([CH2:33][NH:34][CH2:35][CH:36](C)[CH3:37])[S:31][CH:32]=4)[CH:26]=3)[NH:21][CH:20]=2)[CH2:15][CH2:14]1)(=[O:12])=[O:11])[CH3:9].CC(C)CN, predict the reaction product. The product is: [CH2:8]([S:10]([N:13]1[CH2:18][CH2:17][CH:16]([C:19]2[C:27]3[C:22](=[C:23]([C:39]([NH2:41])=[O:40])[CH:24]=[C:25]([C:28]4[N:29]=[C:30]([CH2:33][N:34]5[CH2:2][CH2:37][CH2:36][CH2:35]5)[S:31][CH:32]=4)[CH:26]=3)[NH:21][CH:20]=2)[CH2:15][CH2:14]1)(=[O:11])=[O:12])[CH3:9]. (3) Given the reactants [F:1][C:2]1[CH:16]=[CH:15][C:5]([C:6]([CH:8]2[CH2:13][CH2:12][CH2:11][CH2:10][C:9]2=O)=[O:7])=[CH:4][CH:3]=1.[CH3:17][O:18][C:19](=[O:30])[C@H:20]([CH2:22][C:23]1[CH:28]=[CH:27][C:26]([OH:29])=[CH:25][CH:24]=1)[NH2:21].O.CO, predict the reaction product. The product is: [CH3:17][O:18][C:19](=[O:30])[CH:20]([NH:21][C:9]1[CH:10]=[CH:11][CH:12]=[CH:13][C:8]=1[C:6](=[O:7])[C:5]1[CH:15]=[CH:16][C:2]([F:1])=[CH:3][CH:4]=1)[CH2:22][C:23]1[CH:28]=[CH:27][C:26]([OH:29])=[CH:25][CH:24]=1. (4) Given the reactants [C:1]([NH:8][CH2:9][C:10]([NH:12][CH2:13][C:14]([OH:16])=O)=[O:11])([O:3][C:4]([CH3:7])([CH3:6])[CH3:5])=[O:2].CCN=C=NCCCN(C)C.C1C=CC2N(O)N=NC=2C=1.[CH3:38][O:39][C:40](=[O:50])[C@H:41]([CH2:43][C:44]1[CH:49]=[CH:48][CH:47]=[CH:46][CH:45]=1)[NH2:42], predict the reaction product. The product is: [CH3:38][O:39][C:40](=[O:50])[C@H:41]([CH2:43][C:44]1[CH:49]=[CH:48][CH:47]=[CH:46][CH:45]=1)[NH:42][C:14](=[O:16])[CH2:13][NH:12][C:10](=[O:11])[CH2:9][NH:8][C:1]([O:3][C:4]([CH3:5])([CH3:6])[CH3:7])=[O:2].